The task is: Predict the reaction yield, written as a fraction of the theoretical maximum amount of product (1.0 means a 100% yield; for example, 0.34 means a 34% yield).. This data is from Reaction yield outcomes from USPTO patents with 853,638 reactions. The reactants are Br[CH:2]1[C:14]2[CH:13]=[CH:12][CH:11]=[CH:10][C:9]=2[C:8]2[C:3]1=[CH:4][CH:5]=[CH:6][CH:7]=2.[N-:15]=[N+:16]=[N-:17].[Na+]. The catalyst is CC(C)=O.O. The product is [N:15]([CH:2]1[C:14]2[CH:13]=[CH:12][CH:11]=[CH:10][C:9]=2[C:8]2[C:3]1=[CH:4][CH:5]=[CH:6][CH:7]=2)=[N+:16]=[N-:17]. The yield is 0.870.